This data is from Catalyst prediction with 721,799 reactions and 888 catalyst types from USPTO. The task is: Predict which catalyst facilitates the given reaction. Reactant: [NH:1]1[C:9]2[C:4](=[CH:5][CH:6]=[CH:7][CH:8]=2)[C:3]([CH:10]=[O:11])=[CH:2]1.[CH2:12](Br)[CH3:13].[H-].[Na+]. Product: [CH2:12]([N:1]1[C:9]2[C:4](=[CH:5][CH:6]=[CH:7][CH:8]=2)[C:3]([CH:10]=[O:11])=[CH:2]1)[CH3:13]. The catalyst class is: 9.